This data is from Peptide-MHC class II binding affinity with 134,281 pairs from IEDB. The task is: Regression. Given a peptide amino acid sequence and an MHC pseudo amino acid sequence, predict their binding affinity value. This is MHC class II binding data. (1) The peptide sequence is SELYLYKVVKIEPLGVAP. The MHC is H-2-IAd with pseudo-sequence H-2-IAd. The binding affinity (normalized) is 0.734. (2) The peptide sequence is SKGDSARVTVKDVTF. The binding affinity (normalized) is 0.328. The MHC is DRB1_1302 with pseudo-sequence DRB1_1302. (3) The peptide sequence is STHEMYYVSGARSNV. The MHC is HLA-DQA10303-DQB10402 with pseudo-sequence HLA-DQA10303-DQB10402. The binding affinity (normalized) is 0.475.